From a dataset of Catalyst prediction with 721,799 reactions and 888 catalyst types from USPTO. Predict which catalyst facilitates the given reaction. (1) Reactant: [F:1][C:2]([F:14])([F:13])[C:3]1[CH:4]=[C:5]([NH:9][C:10]([NH2:12])=[O:11])[CH:6]=[CH:7][CH:8]=1.[C:15]([C:17]1[CH:24]=[CH:23][C:20]([CH:21]=O)=[CH:19][CH:18]=1)#[N:16].[N:25]1([C:31](=[O:36])[CH2:32][C:33](=O)[CH3:34])[CH2:30][CH2:29][O:28][CH2:27][CH2:26]1. Product: [CH3:34][C:33]1[N:9]([C:5]2[CH:6]=[CH:7][CH:8]=[C:3]([C:2]([F:13])([F:14])[F:1])[CH:4]=2)[C:10](=[O:11])[NH:12][CH:21]([C:20]2[CH:23]=[CH:24][C:17]([C:15]#[N:16])=[CH:18][CH:19]=2)[C:32]=1[C:31]([N:25]1[CH2:30][CH2:29][O:28][CH2:27][CH2:26]1)=[O:36]. The catalyst class is: 1. (2) Reactant: [CH2:1]([N:4]1[C:13]2[C:8](=[CH:9][CH:10]=[CH:11][N:12]=2)[C:7]([OH:14])=[C:6]([C:15]2[NH:20][C:19]3[CH:21]=[CH:22][CH:23]=[CH:24][C:18]=3[S:17](=[O:26])(=[O:25])[N:16]=2)[C:5]1=[O:27])[CH:2]=[CH2:3].C[N+]1([O-])CC[O:32]CC1.S(=O)(O)[O-].[Na+].[OH2:41]. Product: [OH:41][CH:2]([CH2:3][OH:32])[CH2:1][N:4]1[C:13]2[C:8](=[CH:9][CH:10]=[CH:11][N:12]=2)[C:7]([OH:14])=[C:6]([C:15]2[NH:20][C:19]3[CH:21]=[CH:22][CH:23]=[CH:24][C:18]=3[S:17](=[O:25])(=[O:26])[N:16]=2)[C:5]1=[O:27]. The catalyst class is: 771.